Predict the reactants needed to synthesize the given product. From a dataset of Full USPTO retrosynthesis dataset with 1.9M reactions from patents (1976-2016). (1) Given the product [Br:1][C:2]1[CH:3]=[CH:4][C:5]([CH2:8][N:14]2[CH2:13][CH:12]([CH2:11][Cl:10])[O:16][C:15]2=[O:17])=[CH:6][CH:7]=1, predict the reactants needed to synthesize it. The reactants are: [Br:1][C:2]1[CH:7]=[CH:6][C:5]([CH2:8]Cl)=[CH:4][CH:3]=1.[Cl:10][CH2:11][CH:12]1[O:16][C:15](=[O:17])[NH:14][CH2:13]1.[H-].[Na+].CN(C=O)C. (2) Given the product [CH3:24][S:25]([O:1][CH2:2][CH2:3][CH2:4][CH:5]1[CH2:10][CH2:9][N:8]([C:11]([O:13][C:14]([CH3:17])([CH3:16])[CH3:15])=[O:12])[CH2:7][CH2:6]1)(=[O:27])=[O:26], predict the reactants needed to synthesize it. The reactants are: [OH:1][CH2:2][CH2:3][CH2:4][CH:5]1[CH2:10][CH2:9][N:8]([C:11]([O:13][C:14]([CH3:17])([CH3:16])[CH3:15])=[O:12])[CH2:7][CH2:6]1.N1C=CC=CC=1.[CH3:24][S:25](Cl)(=[O:27])=[O:26]. (3) Given the product [CH3:11][C:6]1[CH:7]=[CH:8][CH:9]=[CH:10][C:5]=1[CH2:4][NH:3][O:2][CH3:1], predict the reactants needed to synthesize it. The reactants are: [CH3:1][O:2][N:3]=[CH:4][C:5]1[CH:10]=[CH:9][CH:8]=[CH:7][C:6]=1[CH3:11].C([BH3-])#N.[Na+]. (4) Given the product [Cl:1]/[C:2](/[C:3]([O:5][CH2:6][CH3:7])=[O:4])=[CH:8]/[O-:9].[K+:18], predict the reactants needed to synthesize it. The reactants are: [Cl:1][CH2:2][C:3]([O:5][CH2:6][CH3:7])=[O:4].[CH:8](OCC)=[O:9].CC(C)([O-])C.[K+:18]. (5) Given the product [C:31]([O:30][C:28]([N:26]1[CH2:27][C@@H:22]([N:21]([C:19]([C:8]2[N:9]=[N:10][N:11]([C:12]3[CH:17]=[CH:16][CH:15]=[CH:14][C:13]=3[CH3:18])[C:7]=2[CH2:6][CH2:5][CH2:4][CH2:3][O:2][CH3:1])=[O:20])[CH2:39][CH:40]([CH3:41])[CH3:42])[CH2:23][C@@H:24]([C:35]([OH:37])=[O:36])[CH2:25]1)=[O:29])([CH3:32])([CH3:34])[CH3:33], predict the reactants needed to synthesize it. The reactants are: [CH3:1][O:2][CH2:3][CH2:4][CH2:5][CH2:6][C:7]1[N:11]([C:12]2[CH:17]=[CH:16][CH:15]=[CH:14][C:13]=2[CH3:18])[N:10]=[N:9][C:8]=1[C:19]([N:21]([CH2:39][CH:40]([CH3:42])[CH3:41])[C@@H:22]1[CH2:27][N:26]([C:28]([O:30][C:31]([CH3:34])([CH3:33])[CH3:32])=[O:29])[CH2:25][C@H:24]([C:35]([O:37]C)=[O:36])[CH2:23]1)=[O:20].[OH-].[Na+]. (6) Given the product [CH3:23][N:24]([C:2]1[N:7]=[C:6]([C:8]2[S:9][C:10]3[CH:16]=[C:15]([O:17][CH2:18][CH2:19][F:20])[CH:14]=[CH:13][C:11]=3[CH:12]=2)[CH:5]=[CH:4][N:3]=1)[CH3:25], predict the reactants needed to synthesize it. The reactants are: Cl[C:2]1[N:7]=[C:6]([C:8]2[S:9][C:10]3[CH:16]=[C:15]([O:17][CH2:18][CH2:19][F:20])[CH:14]=[CH:13][C:11]=3[CH:12]=2)[CH:5]=[CH:4][N:3]=1.CO.[CH3:23][NH:24][CH3:25]. (7) Given the product [CH:1]([N:14]1[CH2:15][CH2:16][N:17]([CH2:20][CH2:21][NH:22][CH2:23][C:24]2[CH:29]=[CH:28][CH:27]=[CH:26][CH:25]=2)[CH2:18][CH2:19]1)([C:2]1[CH:7]=[CH:6][CH:5]=[CH:4][CH:3]=1)[C:8]1[CH:13]=[CH:12][CH:11]=[CH:10][CH:9]=1, predict the reactants needed to synthesize it. The reactants are: [CH:1]([N:14]1[CH2:19][CH2:18][N:17]([CH2:20][CH2:21][NH2:22])[CH2:16][CH2:15]1)([C:8]1[CH:13]=[CH:12][CH:11]=[CH:10][CH:9]=1)[C:2]1[CH:7]=[CH:6][CH:5]=[CH:4][CH:3]=1.[CH:23](=O)[C:24]1[CH:29]=[CH:28][CH:27]=[CH:26][CH:25]=1. (8) Given the product [Cl:36][C:37]1[CH:38]=[C:39]2[C:43](=[CH:41][CH:42]=1)[CH:28]=[C:27]([S:33]([CH2:19][CH2:20][CH2:21][N:22]1[C:26]3([CH2:27][CH2:28][N:29]([C:2]4[CH:48]=[CH:47][N:46]=[C:49]([CH3:50])[CH:3]=4)[CH2:30][CH2:31]3)[S:25][CH2:24][C:23]1=[O:32])(=[O:34])=[O:35])[CH:26]=[CH:31]2, predict the reactants needed to synthesize it. The reactants are: F[C:2](F)(F)[C:3](O)=O.ClC1C=C2C(=CC=1)C=C([C:19](=[S:33](=[O:35])=[O:34])[CH2:20][CH2:21][N:22]1[C:26]3([CH2:31][CH2:30][NH:29][CH2:28][CH2:27]3)[S:25][CH2:24][C:23]1=[O:32])C=C2.[Cl:36][C:37]1[CH:42]=[CH:41]N=[C:39]([CH3:43])[CH:38]=1.C([N:46]([CH2:49][CH3:50])[CH2:47][CH3:48])C.